Dataset: NCI-60 drug combinations with 297,098 pairs across 59 cell lines. Task: Regression. Given two drug SMILES strings and cell line genomic features, predict the synergy score measuring deviation from expected non-interaction effect. Drug 1: C1=CC(=CC=C1CCCC(=O)O)N(CCCl)CCCl. Drug 2: C1CN1P(=S)(N2CC2)N3CC3. Cell line: NCIH23. Synergy scores: CSS=62.3, Synergy_ZIP=-6.10, Synergy_Bliss=-2.82, Synergy_Loewe=-2.88, Synergy_HSA=1.14.